Dataset: Forward reaction prediction with 1.9M reactions from USPTO patents (1976-2016). Task: Predict the product of the given reaction. (1) Given the reactants Cl[C:2]1[C:7]([C:8]([O:10][CH2:11][CH3:12])=[O:9])=[CH:6][N:5]=[C:4]([S:13][CH3:14])[N:3]=1.[NH3:15], predict the reaction product. The product is: [NH2:15][C:2]1[C:7]([C:8]([O:10][CH2:11][CH3:12])=[O:9])=[CH:6][N:5]=[C:4]([S:13][CH3:14])[N:3]=1. (2) The product is: [CH3:1][O:2][C:3]([C:5]1[N:6]=[C:7]([NH:10][C:11](=[O:21])[C@@H:12]([NH:20][C:34](=[O:35])[CH:33]([NH:32][C:30]([O:29][CH2:22][C:23]2[CH:28]=[CH:27][CH:26]=[CH:25][CH:24]=2)=[O:31])[C:37]2[CH:42]=[CH:41][C:40]([O:43][CH3:44])=[C:39]([CH3:45])[CH:38]=2)[CH2:13][C:14]2[CH:19]=[CH:18][CH:17]=[CH:16][CH:15]=2)[S:8][CH:9]=1)=[O:4]. Given the reactants [CH3:1][O:2][C:3]([C:5]1[N:6]=[C:7]([NH:10][C:11](=[O:21])[C@@H:12]([NH2:20])[CH2:13][C:14]2[CH:19]=[CH:18][CH:17]=[CH:16][CH:15]=2)[S:8][CH:9]=1)=[O:4].[CH2:22]([O:29][C:30]([NH:32][CH:33]([C:37]1[CH:42]=[CH:41][C:40]([O:43][CH3:44])=[C:39]([CH3:45])[CH:38]=1)[C:34](O)=[O:35])=[O:31])[C:23]1[CH:28]=[CH:27][CH:26]=[CH:25][CH:24]=1.C(N(C(C)C)CC)(C)C.ON1C2C=CC=CC=2N=N1.N1(OC(N(C)C)=[N+](C)C)C2C=CC=CC=2N=N1, predict the reaction product. (3) Given the reactants [NH3:1].[CH2:2]1[CH:8]([S:9](Cl)(=[O:11])=[O:10])[CH2:7][S:4](=[O:6])(=[O:5])[CH2:3]1, predict the reaction product. The product is: [S:4]1(=[O:6])(=[O:5])[CH2:3][CH2:2][CH:8]([S:9]([NH2:1])(=[O:11])=[O:10])[CH2:7]1.